From a dataset of hERG potassium channel inhibition data for cardiac toxicity prediction from Karim et al.. Regression/Classification. Given a drug SMILES string, predict its toxicity properties. Task type varies by dataset: regression for continuous values (e.g., LD50, hERG inhibition percentage) or binary classification for toxic/non-toxic outcomes (e.g., AMES mutagenicity, cardiotoxicity, hepatotoxicity). Dataset: herg_karim. (1) The molecule is Cc1ccc2c(-c3nnc(SCCCN4CC5CC5(c5ccc(C(F)(F)F)cc5)C4)n3C)cccc2n1. The result is 1 (blocker). (2) The drug is CO[C@@H]1COCC[C@@H]1N[C@@H]1CC[C@@](C(=O)N2CCN(c3cncc(C(F)(F)F)n3)CC2)(C(C)C)C1. The result is 1 (blocker). (3) The compound is CS(=O)(=O)c1ccc(C(=O)N2CCN(c3ccc(OC4CCN(C5CCCC5)CC4)cc3)C(=O)C2)cc1.O=CO. The result is 0 (non-blocker). (4) The compound is CC(C)N1CCC(Oc2ccc(N3CCN(C(=O)c4ccc(F)cc4F)CC3=O)cc2)CC1.O=CO. The result is 0 (non-blocker).